Dataset: Reaction yield outcomes from USPTO patents with 853,638 reactions. Task: Predict the reaction yield, written as a fraction of the theoretical maximum amount of product (1.0 means a 100% yield; for example, 0.34 means a 34% yield). (1) The reactants are [N+:1]([C:4]1[CH:5]=[N:6][CH:7]=[CH:8][C:9]=1[C:10]1[CH2:15][CH2:14][CH2:13][CH:12](O)[CH:11]=1)([O-:3])=[O:2].O1CCOCC1.CC1C=CC(S(O)(=O)=O)=CC=1.C([O-])(O)=O.[Na+]. The catalyst is C(OCC)(=O)C. The product is [C:10]1([C:9]2[CH:8]=[CH:7][N:6]=[CH:5][C:4]=2[N+:1]([O-:3])=[O:2])[CH2:15][CH2:14][CH:13]=[CH:12][CH:11]=1. The yield is 0.270. (2) The reactants are C(OC(=O)C(N)(C1C=CC2C(=CC=C(O[C@H]3CC[C@H](C(C)(C)C)CC3)C=2)N=1)C)C.C(O)(C(F)(F)F)=O.[CH2:37]([O:39][C:40](=[O:71])[C:41]([C:46]1[CH:55]=[CH:54][C:53]2[C:48](=[CH:49][CH:50]=[C:51]([O:60][C@H:61]3[CH2:66][CH2:65][C@H:64]([C:67]([CH3:70])([CH3:69])[CH3:68])[CH2:63][CH2:62]3)[C:52]=2[C:56]([F:59])([F:58])[F:57])[N:47]=1)([N+:43]([O-])=O)[CH3:42])[CH3:38]. No catalyst specified. The product is [CH2:37]([O:39][C:40](=[O:71])[C:41]([NH2:43])([C:46]1[CH:55]=[CH:54][C:53]2[C:48](=[CH:49][CH:50]=[C:51]([O:60][C@H:61]3[CH2:62][CH2:63][C@H:64]([C:67]([CH3:70])([CH3:69])[CH3:68])[CH2:65][CH2:66]3)[C:52]=2[C:56]([F:57])([F:59])[F:58])[N:47]=1)[CH3:42])[CH3:38]. The yield is 0.200. (3) The reactants are [Cl:1][C:2]1[CH:7]=[CH:6][C:5]([CH:8]2[CH2:13][CH2:12][N:11](C(OC(C)(C)C)=O)[CH2:10][CH2:9]2)=[CH:4][CH:3]=1.FC(F)(F)C(O)=O. The catalyst is ClCCl. The product is [Cl:1][C:2]1[CH:7]=[CH:6][C:5]([CH:8]2[CH2:9][CH2:10][NH:11][CH2:12][CH2:13]2)=[CH:4][CH:3]=1. The yield is 0.700. (4) The reactants are [S:1]1[CH:5]=[CH:4][CH:3]=[C:2]1[C:6](Cl)=[O:7].C1COCC1.[C:14]([C:16]1[CH:17]=[C:18]([NH2:22])[CH:19]=[CH:20][CH:21]=1)#[CH:15]. The catalyst is CCN(CC)CC. The product is [C:14]([C:16]1[CH:17]=[C:18]([NH:22][C:6]([C:2]2[S:1][CH:5]=[CH:4][CH:3]=2)=[O:7])[CH:19]=[CH:20][CH:21]=1)#[CH:15]. The yield is 0.850. (5) The reactants are [NH:1]1[C:9]2[C:4](=[CH:5][CH:6]=[CH:7][CH:8]=2)[C:3]2([CH2:13][O:12][C:11]3[CH:14]=[C:15]4[C:19](=[CH:20][C:10]2=3)[CH2:18][CH2:17][O:16]4)[C:2]1=[O:21].C(=O)([O-])[O-].[Cs+].[Cs+].Br[CH2:29][C:30]1[CH:35]=[CH:34][CH:33]=[C:32]([C:36]#[N:37])[CH:31]=1. The catalyst is CC(=O)CC. The product is [O:21]=[C:2]1[C:3]2([CH2:13][O:12][C:11]3[CH:14]=[C:15]4[C:19](=[CH:20][C:10]2=3)[CH2:18][CH2:17][O:16]4)[C:4]2[C:9](=[CH:8][CH:7]=[CH:6][CH:5]=2)[N:1]1[CH2:29][C:30]1[CH:31]=[C:32]([CH:33]=[CH:34][CH:35]=1)[C:36]#[N:37]. The yield is 0.920. (6) The yield is 0.240. The product is [Cl:21][C:17]1[CH:16]=[C:15]([C:13]2[O:12][N:11]=[C:10]([CH2:9][N:4]3[CH2:5][CH2:6][NH:1][C:2](=[O:7])[CH2:3]3)[N:14]=2)[CH:20]=[CH:19][CH:18]=1. The catalyst is C(#N)C.C(OCC)(=O)C. The reactants are [NH:1]1[CH2:6][CH2:5][NH:4][CH2:3][C:2]1=[O:7].Cl[CH2:9][C:10]1[N:14]=[C:13]([C:15]2[CH:20]=[CH:19][CH:18]=[C:17]([Cl:21])[CH:16]=2)[O:12][N:11]=1.C(=O)([O-])[O-].[K+].[K+]. (7) The reactants are [Cl:1][C:2]1[CH:7]=[C:6]([Cl:8])[CH:5]=[CH:4][C:3]=1B(O)O.I[C:13]1[CH:14]=[C:15]([CH:17]=[CH:18][CH:19]=1)[NH2:16].C(=O)([O-])[O-].[Na+].[Na+].C1(C)C=CC=CC=1. The catalyst is [Pd].C1(P(C2C=CC=CC=2)C2C=CC=CC=2)C=CC=CC=1.C1(P(C2C=CC=CC=2)C2C=CC=CC=2)C=CC=CC=1.C1(P(C2C=CC=CC=2)C2C=CC=CC=2)C=CC=CC=1.C1(P(C2C=CC=CC=2)C2C=CC=CC=2)C=CC=CC=1.O.C(O)C. The product is [Cl:1][C:2]1[CH:7]=[C:6]([Cl:8])[CH:5]=[CH:4][C:3]=1[C:13]1[CH:14]=[C:15]([CH:17]=[CH:18][CH:19]=1)[NH2:16]. The yield is 0.360.